From a dataset of Full USPTO retrosynthesis dataset with 1.9M reactions from patents (1976-2016). Predict the reactants needed to synthesize the given product. (1) The reactants are: Cl.C[O:3][C:4](=[O:39])[C:5]1[CH:10]=[CH:9][C:8]([CH2:11][O:12][C:13]2[CH:18]=[CH:17][C:16]([CH2:19][C@H:20]([NH2:38])[C:21]3[N:22]([CH2:34][CH2:35][CH2:36][CH3:37])[CH:23]=[C:24]([C:26]4[CH:31]=[CH:30][C:29]([Cl:32])=[CH:28][C:27]=4[Cl:33])[N:25]=3)=[CH:15][CH:14]=2)=[CH:7][CH:6]=1.[CH3:40][O:41][C:42]1[CH:47]=[CH:46][C:45]([CH2:48][C:49](O)=[O:50])=[CH:44][CH:43]=1. Given the product [CH2:34]([N:22]1[CH:23]=[C:24]([C:26]2[CH:31]=[CH:30][C:29]([Cl:32])=[CH:28][C:27]=2[Cl:33])[N:25]=[C:21]1[C@@H:20]([NH:38][C:49](=[O:50])[CH2:48][C:45]1[CH:46]=[CH:47][C:42]([O:41][CH3:40])=[CH:43][CH:44]=1)[CH2:19][C:16]1[CH:17]=[CH:18][C:13]([O:12][CH2:11][C:8]2[CH:9]=[CH:10][C:5]([C:4]([OH:3])=[O:39])=[CH:6][CH:7]=2)=[CH:14][CH:15]=1)[CH2:35][CH2:36][CH3:37], predict the reactants needed to synthesize it. (2) Given the product [F:1][C:2]1[CH:3]=[CH:4][C:5]([N:8]2[C:16]3[C:11](=[CH:12][C:13]([O:17][C@H:18]([C:22]4[CH:27]=[CH:26][CH:25]=[C:24]([O:28][CH3:29])[CH:23]=4)[C@@H:19]([NH:21][C:36](=[O:37])[CH2:35][O:34][CH2:33][CH2:32][O:31][CH3:30])[CH3:20])=[CH:14][CH:15]=3)[CH:10]=[N:9]2)=[CH:6][CH:7]=1, predict the reactants needed to synthesize it. The reactants are: [F:1][C:2]1[CH:7]=[CH:6][C:5]([N:8]2[C:16]3[C:11](=[CH:12][C:13]([O:17][C@H:18]([C:22]4[CH:27]=[CH:26][CH:25]=[C:24]([O:28][CH3:29])[CH:23]=4)[C@@H:19]([NH2:21])[CH3:20])=[CH:14][CH:15]=3)[CH:10]=[N:9]2)=[CH:4][CH:3]=1.[CH3:30][O:31][CH2:32][CH2:33][O:34][CH2:35][C:36](Cl)=[O:37]. (3) Given the product [CH2:1]([O:8][C:9]1[N:10]=[N:11][C:12]([CH2:23][C:24]2[CH:29]=[CH:28][CH:27]=[CH:26][C:25]=2[Cl:53])=[CH:13][C:14]=1[O:15][CH2:16][C:17]1[CH:22]=[CH:21][CH:20]=[CH:19][CH:18]=1)[C:2]1[CH:7]=[CH:6][CH:5]=[CH:4][CH:3]=1, predict the reactants needed to synthesize it. The reactants are: [CH2:1]([O:8][C:9]1[N:10]=[N:11][C:12]([CH2:23][C:24]2[CH:29]=[CH:28][C:27](F)=[CH:26][CH:25]=2)=[CH:13][C:14]=1[O:15][CH2:16][C:17]1[CH:22]=[CH:21][CH:20]=[CH:19][CH:18]=1)[C:2]1[CH:7]=[CH:6][CH:5]=[CH:4][CH:3]=1.C(OC1N=NC([Cl:53])=CC=1OCC1C=CC=CC=1)C1C=CC=CC=1.[Cl-].ClC1C=CC=CC=1C[Zn+]. (4) The reactants are: Cl[CH2:2][CH2:3][CH2:4][N:5]1[C:10]2[C:11]([CH3:15])=[CH:12][CH:13]=[CH:14][C:9]=2[O:8][CH2:7][C:6]1=[O:16].C([O-])([O-])=O.[K+].[K+].[Na+].[I-].[CH2:25]([CH:29]1[CH2:34][CH2:33][NH:32][CH2:31][CH2:30]1)[CH2:26][CH2:27][CH3:28]. Given the product [CH2:25]([CH:29]1[CH2:34][CH2:33][N:32]([CH2:2][CH2:3][CH2:4][N:5]2[C:10]3[C:11]([CH3:15])=[CH:12][CH:13]=[CH:14][C:9]=3[O:8][CH2:7][C:6]2=[O:16])[CH2:31][CH2:30]1)[CH2:26][CH2:27][CH3:28], predict the reactants needed to synthesize it.